Dataset: NCI-60 drug combinations with 297,098 pairs across 59 cell lines. Task: Regression. Given two drug SMILES strings and cell line genomic features, predict the synergy score measuring deviation from expected non-interaction effect. (1) Synergy scores: CSS=28.0, Synergy_ZIP=-1.84, Synergy_Bliss=1.02, Synergy_Loewe=-2.32, Synergy_HSA=-1.68. Cell line: EKVX. Drug 1: COC1=C(C=C2C(=C1)N=CN=C2NC3=CC(=C(C=C3)F)Cl)OCCCN4CCOCC4. Drug 2: C1C(C(OC1N2C=NC3=C(N=C(N=C32)Cl)N)CO)O. (2) Drug 1: CN1CCC(CC1)COC2=C(C=C3C(=C2)N=CN=C3NC4=C(C=C(C=C4)Br)F)OC. Drug 2: C1CNP(=O)(OC1)N(CCCl)CCCl. Cell line: TK-10. Synergy scores: CSS=18.4, Synergy_ZIP=-6.23, Synergy_Bliss=-0.745, Synergy_Loewe=-15.3, Synergy_HSA=-0.131. (3) Drug 1: C(=O)(N)NO. Drug 2: C1=NC2=C(N1)C(=S)N=CN2. Cell line: RPMI-8226. Synergy scores: CSS=24.9, Synergy_ZIP=-0.324, Synergy_Bliss=1.96, Synergy_Loewe=-30.4, Synergy_HSA=1.99. (4) Drug 1: CN(CC1=CN=C2C(=N1)C(=NC(=N2)N)N)C3=CC=C(C=C3)C(=O)NC(CCC(=O)O)C(=O)O. Drug 2: CCC1(CC2CC(C3=C(CCN(C2)C1)C4=CC=CC=C4N3)(C5=C(C=C6C(=C5)C78CCN9C7C(C=CC9)(C(C(C8N6C=O)(C(=O)OC)O)OC(=O)C)CC)OC)C(=O)OC)O.OS(=O)(=O)O. Cell line: PC-3. Synergy scores: CSS=46.9, Synergy_ZIP=-5.11, Synergy_Bliss=-6.99, Synergy_Loewe=-8.79, Synergy_HSA=-5.60. (5) Drug 1: CCCS(=O)(=O)NC1=C(C(=C(C=C1)F)C(=O)C2=CNC3=C2C=C(C=N3)C4=CC=C(C=C4)Cl)F. Drug 2: CS(=O)(=O)C1=CC(=C(C=C1)C(=O)NC2=CC(=C(C=C2)Cl)C3=CC=CC=N3)Cl. Cell line: MCF7. Synergy scores: CSS=4.34, Synergy_ZIP=-1.73, Synergy_Bliss=1.39, Synergy_Loewe=-0.484, Synergy_HSA=-0.297.